This data is from Merck oncology drug combination screen with 23,052 pairs across 39 cell lines. The task is: Regression. Given two drug SMILES strings and cell line genomic features, predict the synergy score measuring deviation from expected non-interaction effect. (1) Drug 1: CN(C)C(=N)N=C(N)N. Drug 2: CCN(CC)CCNC(=O)c1c(C)[nH]c(C=C2C(=O)Nc3ccc(F)cc32)c1C. Cell line: A375. Synergy scores: synergy=7.98. (2) Drug 1: CC(=O)OC1C(=O)C2(C)C(O)CC3OCC3(OC(C)=O)C2C(OC(=O)c2ccccc2)C2(O)CC(OC(=O)C(O)C(NC(=O)c3ccccc3)c3ccccc3)C(C)=C1C2(C)C. Drug 2: CNC(=O)c1cc(Oc2ccc(NC(=O)Nc3ccc(Cl)c(C(F)(F)F)c3)cc2)ccn1. Cell line: HT144. Synergy scores: synergy=6.96.